This data is from Catalyst prediction with 721,799 reactions and 888 catalyst types from USPTO. The task is: Predict which catalyst facilitates the given reaction. (1) Reactant: [I-:1].[Na+].[CH3:3][C:4]1([CH3:13])[O:9][C:8](=[O:10])[CH:7]=[C:6]([CH2:11]Cl)[O:5]1. Product: [I:1][CH2:11][C:6]1[O:5][C:4]([CH3:13])([CH3:3])[O:9][C:8](=[O:10])[CH:7]=1. The catalyst class is: 21. (2) Reactant: [BH4-].[Na+].[F:3][C:4]1[CH:9]=[CH:8][C:7]([N:10]2[C:14]3[N:15]=[C:16]([CH:18]([CH3:20])[CH3:19])[S:17][C:13]=3[C:12]([C:21](OC)=[O:22])=[N:11]2)=[CH:6][CH:5]=1.[Cl-].[Ca+2].[Cl-].C1COCC1. Product: [F:3][C:4]1[CH:9]=[CH:8][C:7]([N:10]2[C:14]3[N:15]=[C:16]([CH:18]([CH3:20])[CH3:19])[S:17][C:13]=3[C:12]([CH2:21][OH:22])=[N:11]2)=[CH:6][CH:5]=1. The catalyst class is: 72.